Task: Regression. Given two drug SMILES strings and cell line genomic features, predict the synergy score measuring deviation from expected non-interaction effect.. Dataset: NCI-60 drug combinations with 297,098 pairs across 59 cell lines (1) Drug 2: CC1CCC2CC(C(=CC=CC=CC(CC(C(=O)C(C(C(=CC(C(=O)CC(OC(=O)C3CCCCN3C(=O)C(=O)C1(O2)O)C(C)CC4CCC(C(C4)OC)OCCO)C)C)O)OC)C)C)C)OC. Drug 1: C1CC(=O)NC(=O)C1N2CC3=C(C2=O)C=CC=C3N. Synergy scores: CSS=13.9, Synergy_ZIP=0.391, Synergy_Bliss=0.350, Synergy_Loewe=-12.1, Synergy_HSA=0.109. Cell line: UO-31. (2) Drug 1: CC1=C(C=C(C=C1)NC2=NC=CC(=N2)N(C)C3=CC4=NN(C(=C4C=C3)C)C)S(=O)(=O)N.Cl. Drug 2: C1=CC(=C2C(=C1NCCNCCO)C(=O)C3=C(C=CC(=C3C2=O)O)O)NCCNCCO. Cell line: LOX IMVI. Synergy scores: CSS=39.7, Synergy_ZIP=1.73, Synergy_Bliss=2.38, Synergy_Loewe=-23.5, Synergy_HSA=4.39. (3) Drug 2: C1CN1P(=S)(N2CC2)N3CC3. Synergy scores: CSS=14.9, Synergy_ZIP=-5.85, Synergy_Bliss=0.143, Synergy_Loewe=1.26, Synergy_HSA=0.809. Cell line: HS 578T. Drug 1: CC1C(C(=O)NC(C(=O)N2CCCC2C(=O)N(CC(=O)N(C(C(=O)O1)C(C)C)C)C)C(C)C)NC(=O)C3=C4C(=C(C=C3)C)OC5=C(C(=O)C(=C(C5=N4)C(=O)NC6C(OC(=O)C(N(C(=O)CN(C(=O)C7CCCN7C(=O)C(NC6=O)C(C)C)C)C)C(C)C)C)N)C. (4) Drug 1: C1=NC2=C(N=C(N=C2N1C3C(C(C(O3)CO)O)F)Cl)N. Drug 2: B(C(CC(C)C)NC(=O)C(CC1=CC=CC=C1)NC(=O)C2=NC=CN=C2)(O)O. Cell line: UO-31. Synergy scores: CSS=53.3, Synergy_ZIP=-5.51, Synergy_Bliss=-10.4, Synergy_Loewe=-13.0, Synergy_HSA=-9.89.